This data is from Forward reaction prediction with 1.9M reactions from USPTO patents (1976-2016). The task is: Predict the product of the given reaction. (1) Given the reactants C(O)C.[CH2:4]1[S:8][C@H:7]([CH2:9][OH:10])[O:6][C@@H:5]1[N:11]1[C:16](=[O:17])[N:15]=[C:14]([NH2:18])[CH:13]=[CH:12]1.C([O-])(=O)C([O-])=O, predict the reaction product. The product is: [CH2:4]1[S:8][C@H:7]([CH2:9][OH:10])[O:6][C@@H:5]1[N:11]1[C:16](=[O:17])[N:15]=[C:14]([NH2:18])[CH:13]=[CH:12]1. (2) Given the reactants Cl.Cl.[NH:3]1[CH2:8][CH2:7][NH:6][CH2:5][CH:4]1[C:9]([OH:11])=[O:10].[OH-:12].[Na+].Cl[C:15]([O:17][CH2:18][C:19]1[CH:24]=[CH:23][CH:22]=[CH:21][CH:20]=1)=[O:16], predict the reaction product. The product is: [CH2:18]([O:17][C:15]([N:3]1[CH2:8][CH2:7][N:6]([C:15]([O:17][CH2:18][C:19]2[CH:24]=[CH:23][CH:22]=[CH:21][CH:20]=2)=[O:12])[CH2:5][CH:4]1[C:9]([OH:11])=[O:10])=[O:16])[C:19]1[CH:24]=[CH:23][CH:22]=[CH:21][CH:20]=1.